Dataset: Full USPTO retrosynthesis dataset with 1.9M reactions from patents (1976-2016). Task: Predict the reactants needed to synthesize the given product. (1) The reactants are: [F:1][C:2]([F:29])([F:28])[C:3]1[CH:12]=[C:11]2[C:6]([CH2:7][CH2:8][CH2:9][N:10]2[CH2:13][C:14]2[CH:15]=[C:16]([C:20]3[CH:25]=[CH:24][C:23]([CH2:26][OH:27])=[CH:22][CH:21]=3)[CH:17]=[CH:18][CH:19]=2)=[CH:5][CH:4]=1.[CH3:30][O:31][C:32](=[O:40])[C:33]1[CH:38]=[C:37](O)[CH:36]=[N:35][CH:34]=1.N(C(N1CCCCC1)=O)=NC(N1CCCCC1)=O.N1C=CN=C1.CP(C)C. Given the product [CH3:30][O:31][C:32](=[O:40])[C:33]1[CH:38]=[C:37]([O:27][CH2:26][C:23]2[CH:24]=[CH:25][C:20]([C:16]3[CH:17]=[CH:18][CH:19]=[C:14]([CH2:13][N:10]4[C:11]5[C:6](=[CH:5][CH:4]=[C:3]([C:2]([F:28])([F:1])[F:29])[CH:12]=5)[CH2:7][CH2:8][CH2:9]4)[CH:15]=3)=[CH:21][CH:22]=2)[CH:36]=[N:35][CH:34]=1, predict the reactants needed to synthesize it. (2) The reactants are: [Li+].[OH-].C([O:5][C:6]([C:8]1[C:9]([O:23][CH2:24][CH3:25])=[N:10][C:11]2[C:16]([C:17]=1[CH3:18])=[CH:15][CH:14]=[C:13]([C:19]([F:22])([F:21])[F:20])[CH:12]=2)=[O:7])C. Given the product [CH2:24]([O:23][C:9]1[C:8]([C:6]([OH:7])=[O:5])=[C:17]([CH3:18])[C:16]2[C:11](=[CH:12][C:13]([C:19]([F:22])([F:20])[F:21])=[CH:14][CH:15]=2)[N:10]=1)[CH3:25], predict the reactants needed to synthesize it. (3) Given the product [CH3:1][O:2][C:3](=[O:11])[C:4]1[CH:9]=[CH:8][CH:7]=[CH:6][C:5]=1[CH2:10][Br:12], predict the reactants needed to synthesize it. The reactants are: [CH3:1][O:2][C:3](=[O:11])[C:4]1[CH:9]=[CH:8][CH:7]=[CH:6][C:5]=1[CH3:10].[Br:12]NC(=O)CCC(N)=O. (4) Given the product [C:1]([O:4][C:5]1[CH:6]=[C:7]2[C:12](=[CH:13][C:14]=1[O:15][C:16](=[O:18])[CH3:17])[N:11]=[CH:10][N:9]=[C:8]2[Cl:23])(=[O:3])[CH3:2], predict the reactants needed to synthesize it. The reactants are: [C:1]([O:4][C:5]1[CH:6]=[C:7]2[C:12](=[CH:13][C:14]=1[O:15][C:16](=[O:18])[CH3:17])[N:11]=[CH:10][NH:9][C:8]2=O)(=[O:3])[CH3:2].C(Cl)(=O)C([Cl:23])=O. (5) Given the product [C:1]([O:5][C:6]([N:8]1[CH2:12][CH2:11][CH2:10][C@H:9]1[CH2:13][NH:14][C:22]([NH:21][C:15]1[CH:20]=[CH:19][CH:18]=[CH:17][CH:16]=1)=[O:23])=[O:7])([CH3:4])([CH3:3])[CH3:2], predict the reactants needed to synthesize it. The reactants are: [C:1]([O:5][C:6]([N:8]1[CH2:12][CH2:11][CH2:10][C@H:9]1[CH2:13][NH2:14])=[O:7])([CH3:4])([CH3:3])[CH3:2].[C:15]1([N:21]=[C:22]=[O:23])[CH:20]=[CH:19][CH:18]=[CH:17][CH:16]=1. (6) Given the product [S:23]1[C:19]2[CH:18]=[CH:17][CH:16]=[C:15]([CH2:14][N:5]([CH2:6][CH:7]([O:11][CH2:12][CH3:13])[O:8][CH2:9][CH3:10])[C:3]([CH:2]([NH:1][C:48](=[O:49])[CH2:47][CH:46]([NH:45][C:44]([NH:43][CH2:36][C:37]3[CH:42]=[CH:41][CH:40]=[CH:39][CH:38]=3)=[O:54])[CH2:51][CH:52]=[CH2:53])[CH2:24][C:25]3[CH:26]=[CH:27][C:28]([O:31][C:32]([CH3:33])([CH3:35])[CH3:34])=[CH:29][CH:30]=3)=[O:4])[C:20]=2[N:21]=[CH:22]1, predict the reactants needed to synthesize it. The reactants are: [NH2:1][CH:2]([CH2:24][C:25]1[CH:30]=[CH:29][C:28]([O:31][C:32]([CH3:35])([CH3:34])[CH3:33])=[CH:27][CH:26]=1)[C:3]([N:5]([CH2:14][C:15]1[C:20]2[N:21]=[CH:22][S:23][C:19]=2[CH:18]=[CH:17][CH:16]=1)[CH2:6][CH:7]([O:11][CH2:12][CH3:13])[O:8][CH2:9][CH3:10])=[O:4].[CH2:36]([NH:43][C:44](=[O:54])[NH:45][C@H:46]([CH2:51][CH:52]=[CH2:53])[CH2:47][C:48](O)=[O:49])[C:37]1[CH:42]=[CH:41][CH:40]=[CH:39][CH:38]=1.CCN=C=NCCCN(C)C.C1C=CC2N(O)N=NC=2C=1.CCN(C(C)C)C(C)C. (7) Given the product [CH3:18][N:17]([CH3:19])[C:7]1[S:8][C:9]([C:10]2[CH:11]=[C:12]([CH3:16])[CH:13]=[CH:14][CH:15]=2)=[C:5]([C:3]([OH:4])=[O:2])[N:6]=1, predict the reactants needed to synthesize it. The reactants are: C[O:2][C:3]([C:5]1[N:6]=[C:7]([N:17]([CH3:19])[CH3:18])[S:8][C:9]=1[C:10]1[CH:11]=[C:12]([CH3:16])[CH:13]=[CH:14][CH:15]=1)=[O:4].[OH-].[Na+]. (8) Given the product [CH2:1]([S:3]([N:6]1[CH:10]=[CH:9][C:8]([NH2:11])=[N:7]1)(=[O:5])=[O:4])[CH3:2], predict the reactants needed to synthesize it. The reactants are: [CH2:1]([S:3]([N:6]1[CH:10]=[CH:9][C:8]([N+:11]([O-])=O)=[N:7]1)(=[O:5])=[O:4])[CH3:2].CO.[H][H].